This data is from Reaction yield outcomes from USPTO patents with 853,638 reactions. The task is: Predict the reaction yield, written as a fraction of the theoretical maximum amount of product (1.0 means a 100% yield; for example, 0.34 means a 34% yield). (1) The reactants are [CH3:1][N:2]([CH2:10][CH2:11][N:12]1[CH2:17][CH2:16][O:15][C:14]2[CH:18]=[CH:19][C:20]([NH:22][C:23]([C:25]3[S:26][CH:27]=[CH:28][CH:29]=3)=[NH:24])=[CH:21][C:13]1=2)C(=O)OC(C)(C)C.[ClH:30]. The catalyst is CO. The product is [ClH:30].[ClH:30].[CH3:1][NH:2][CH2:10][CH2:11][N:12]1[CH2:17][CH2:16][O:15][C:14]2[CH:18]=[CH:19][C:20]([NH:22][C:23]([C:25]3[S:26][CH:27]=[CH:28][CH:29]=3)=[NH:24])=[CH:21][C:13]1=2. The yield is 0.565. (2) The reactants are [Li][CH2:2]CCC.Br[C:7]1[CH:12]=[CH:11][C:10]([N:13]2[CH2:18][CH2:17][N:16](C(OC(C)(C)C)=O)[CH2:15][CH2:14]2)=[C:9]([C:26]([CH3:29])([CH3:28])[CH3:27])[CH:8]=1.CI.[ClH:32].C(OC(=O)C)C.Cl. The catalyst is C1COCC1.C(OCC)(=O)C.O. The product is [ClH:32].[ClH:32].[C:26]([C:9]1[CH:8]=[C:7]([CH3:2])[CH:12]=[CH:11][C:10]=1[N:13]1[CH2:14][CH2:15][NH:16][CH2:17][CH2:18]1)([CH3:27])([CH3:28])[CH3:29]. The yield is 0.470.